This data is from Catalyst prediction with 721,799 reactions and 888 catalyst types from USPTO. The task is: Predict which catalyst facilitates the given reaction. (1) Reactant: [CH3:1][C:2]1([CH3:23])[C:10]2[C:5](=[CH:6][C:7]([C:11]([NH:13][NH:14][C:15](=[O:21])[C:16]([O:18][CH2:19][CH3:20])=[O:17])=O)=[CH:8][CH:9]=2)[NH:4][C:3]1=[O:22]. Product: [CH3:1][C:2]1([CH3:23])[C:10]2[C:5](=[CH:6][C:7]([C:11]3[O:21][C:15]([C:16]([O:18][CH2:19][CH3:20])=[O:17])=[N:14][N:13]=3)=[CH:8][CH:9]=2)[NH:4][C:3]1=[O:22]. The catalyst class is: 3. (2) Reactant: [CH3:1][N:2]([CH3:29])[C:3]1([C:23]2[CH:28]=[CH:27][CH:26]=[CH:25][CH:24]=2)[CH2:8][CH2:7][CH:6]([CH2:9][C:10]([NH:12][CH2:13][C:14]2[C:22]3[C:17](=[CH:18][CH:19]=[CH:20][CH:21]=3)[NH:16][CH:15]=2)=[O:11])[CH2:5][CH2:4]1.[Cl:30][Si](C)(C)C. Product: [ClH:30].[CH3:29][N:2]([CH3:1])[C:3]1([C:23]2[CH:28]=[CH:27][CH:26]=[CH:25][CH:24]=2)[CH2:8][CH2:7][CH:6]([CH2:9][C:10]([NH:12][CH2:13][C:14]2[C:22]3[C:17](=[CH:18][CH:19]=[CH:20][CH:21]=3)[NH:16][CH:15]=2)=[O:11])[CH2:5][CH2:4]1. The catalyst class is: 573. (3) Reactant: [NH2:1][C:2]1[N:10]=[CH:9][CH:8]=[CH:7][C:3]=1[C:4]([OH:6])=O.ON1C2C=CC=CC=2N=N1.CCN=C=NCCCN(C)C.[F:32][C:33]1[CH:47]=[CH:46][CH:45]=[CH:44][C:34]=1[O:35][C:36]1[CH:43]=[CH:42][C:39]([CH2:40][NH2:41])=[CH:38][CH:37]=1.C(=O)(O)[O-].[Na+]. Product: [F:32][C:33]1[CH:47]=[CH:46][CH:45]=[CH:44][C:34]=1[O:35][C:36]1[CH:37]=[CH:38][C:39]([CH2:40][NH:41][C:4](=[O:6])[C:3]2[CH:7]=[CH:8][CH:9]=[N:10][C:2]=2[NH2:1])=[CH:42][CH:43]=1. The catalyst class is: 3. (4) Product: [C@:1]12([CH3:13])[C:7]([CH3:9])([CH3:8])[CH:4]([CH2:5][CH2:6]1)[CH2:3][CH:2]2[C:10]([O:28][CH:23]([C:18]1[CH:19]=[CH:20][CH:21]=[CH:22][C:17]=1[N+:14]([O-:16])=[O:15])[C:24]([CH3:25])([CH3:26])[CH3:27])=[O:11]. The catalyst class is: 377. Reactant: [C@:1]12([CH3:13])[C:7]([CH3:9])([CH3:8])[CH:4]([CH2:5][CH2:6]1)[CH2:3][CH:2]2[C:10](Cl)=[O:11].[N+:14]([C:17]1[CH:22]=[CH:21][CH:20]=[CH:19][C:18]=1[CH:23]([OH:28])[C:24]([CH3:27])([CH3:26])[CH3:25])([O-:16])=[O:15].